This data is from Peptide-MHC class I binding affinity with 185,985 pairs from IEDB/IMGT. The task is: Regression. Given a peptide amino acid sequence and an MHC pseudo amino acid sequence, predict their binding affinity value. This is MHC class I binding data. (1) The peptide sequence is NSALTLHWFR. The MHC is HLA-A68:01 with pseudo-sequence HLA-A68:01. The binding affinity (normalized) is 0.948. (2) The peptide sequence is YHDPANWPL. The MHC is HLA-A11:01 with pseudo-sequence HLA-A11:01. The binding affinity (normalized) is 0.0847. (3) The peptide sequence is YVADALAAF. The MHC is HLA-B57:01 with pseudo-sequence HLA-B57:01. The binding affinity (normalized) is 0.143. (4) The peptide sequence is MLMLVNDRLL. The MHC is HLA-A29:02 with pseudo-sequence HLA-A29:02. The binding affinity (normalized) is 0.0846. (5) The binding affinity (normalized) is 0.0847. The peptide sequence is SLVAIHLAC. The MHC is HLA-B57:01 with pseudo-sequence HLA-B57:01. (6) The peptide sequence is EMIWDPNGW. The MHC is HLA-A02:01 with pseudo-sequence HLA-A02:01. The binding affinity (normalized) is 0.0847. (7) The peptide sequence is YQLEMYHPI. The MHC is HLA-C05:01 with pseudo-sequence HLA-C05:01. The binding affinity (normalized) is 0.0847.